The task is: Predict the reaction yield, written as a fraction of the theoretical maximum amount of product (1.0 means a 100% yield; for example, 0.34 means a 34% yield).. This data is from Reaction yield outcomes from USPTO patents with 853,638 reactions. The reactants are [NH2:1][C:2]1[CH:10]=[C:9]2[C:5]([CH2:6][C:7](=[O:11])[NH:8]2)=[CH:4][C:3]=1[F:12].N1C=CC=CC=1.Cl[C:20]([CH2:22][O:23][C:24](=[O:26])[CH3:25])=[O:21]. The catalyst is O1CCCC1. The product is [F:12][C:3]1[CH:4]=[C:5]2[C:9](=[CH:10][C:2]=1[NH:1][C:20]([CH2:22][O:23][C:24](=[O:26])[CH3:25])=[O:21])[NH:8][C:7](=[O:11])[CH2:6]2. The yield is 0.704.